This data is from Full USPTO retrosynthesis dataset with 1.9M reactions from patents (1976-2016). The task is: Predict the reactants needed to synthesize the given product. Given the product [CH2:1]([C:8]1[C:12](=[O:13])[N:11]([C:14]2[N:19]=[CH:18][C:17]([S:20]([N:23]([C@@H:24]3[CH2:28][CH2:27][C@H:26]([CH2:29][OH:30])[CH2:25]3)[CH3:42])(=[O:22])=[O:21])=[CH:16][CH:15]=2)[NH:10][CH:9]=1)[C:2]1[CH:3]=[CH:4][CH:5]=[CH:6][CH:7]=1, predict the reactants needed to synthesize it. The reactants are: [CH2:1]([C:8]1[C:12](=[O:13])[N:11]([C:14]2[N:19]=[CH:18][C:17]([S:20]([NH:23][C@@H:24]3[CH2:28][CH2:27][C@H:26]([CH2:29][O:30]CC4C=CC=CC=4)[CH2:25]3)(=[O:22])=[O:21])=[CH:16][CH:15]=2)[NH:10][CH:9]=1)[C:2]1[CH:7]=[CH:6][CH:5]=[CH:4][CH:3]=1.B(Br)(Br)Br.[CH3:42]O.